Dataset: Full USPTO retrosynthesis dataset with 1.9M reactions from patents (1976-2016). Task: Predict the reactants needed to synthesize the given product. Given the product [CH3:1][O:2][C:3]([C:5]1[C:14]2[C:9](=[CH:10][CH:11]=[CH:12][CH:13]=2)[N:8]=[C:7]([C:15]2[CH:20]=[CH:19][CH:18]=[CH:17][CH:16]=2)[C:6]=1[CH2:21][N:33]1[CH2:32][CH2:31][N:30]([C:28]([O:27][C:23]([CH3:26])([CH3:25])[CH3:24])=[O:29])[CH2:35][CH2:34]1)=[O:4], predict the reactants needed to synthesize it. The reactants are: [CH3:1][O:2][C:3]([C:5]1[C:14]2[C:9](=[CH:10][CH:11]=[CH:12][CH:13]=2)[N:8]=[C:7]([C:15]2[CH:20]=[CH:19][CH:18]=[CH:17][CH:16]=2)[C:6]=1[CH2:21]Br)=[O:4].[C:23]([O:27][C:28]([N:30]1[CH2:35][CH2:34][NH:33][CH2:32][CH2:31]1)=[O:29])([CH3:26])([CH3:25])[CH3:24].CCN(C(C)C)C(C)C.